Dataset: Forward reaction prediction with 1.9M reactions from USPTO patents (1976-2016). Task: Predict the product of the given reaction. (1) Given the reactants [C:1]([O:5][C@@H:6]([C:12]1[C:38]([CH3:39])=[CH:37][C:15]2[N:16]=[C:17]([C:19]3[CH:24]=[CH:23][N:22]=[C:21]([C:25]4[CH:36]=[CH:35][C:28]5[N:29]([CH3:34])[C:30](=[O:33])[N:31]([CH3:32])[C:27]=5[CH:26]=4)[CH:20]=3)[S:18][C:14]=2[C:13]=1[C:40]1[CH:45]=[CH:44][C:43]([Cl:46])=[CH:42][CH:41]=1)[C:7]([O:9]CC)=[O:8])([CH3:4])([CH3:3])[CH3:2].[OH-].[Na+], predict the reaction product. The product is: [C:1]([O:5][C@@H:6]([C:12]1[C:38]([CH3:39])=[CH:37][C:15]2[N:16]=[C:17]([C:19]3[CH:24]=[CH:23][N:22]=[C:21]([C:25]4[CH:36]=[CH:35][C:28]5[N:29]([CH3:34])[C:30](=[O:33])[N:31]([CH3:32])[C:27]=5[CH:26]=4)[CH:20]=3)[S:18][C:14]=2[C:13]=1[C:40]1[CH:41]=[CH:42][C:43]([Cl:46])=[CH:44][CH:45]=1)[C:7]([OH:9])=[O:8])([CH3:4])([CH3:2])[CH3:3]. (2) Given the reactants Cl[C:2]1[CH2:6][C@H:5]([CH:7]2[CH2:11][CH2:10][CH2:9][CH2:8]2)[N:4]([C:12]2[CH:19]=[CH:18][C:15]([C:16]#[N:17])=[C:14]([CH3:20])[N:13]=2)[N:3]=1.[CH3:21][O:22][C:23]1[CH:30]=[C:29](B2OC(C)(C)C(C)(C)O2)[CH:28]=[CH:27][C:24]=1[C:25]#[N:26], predict the reaction product. The product is: [C:25]([C:24]1[CH:27]=[CH:28][C:29]([C:2]2[CH2:6][C@H:5]([CH:7]3[CH2:11][CH2:10][CH2:9][CH2:8]3)[N:4]([C:12]3[CH:19]=[CH:18][C:15]([C:16]#[N:17])=[C:14]([CH3:20])[N:13]=3)[N:3]=2)=[CH:30][C:23]=1[O:22][CH3:21])#[N:26]. (3) Given the reactants [CH2:1]([NH:3][CH2:4][CH2:5][NH:6][CH2:7][CH3:8])[CH3:2].[C:9](Cl)([C:22]1[CH:27]=[CH:26][CH:25]=[CH:24][CH:23]=1)([C:16]1[CH:21]=[CH:20][CH:19]=[CH:18][CH:17]=1)[C:10]1[CH:15]=[CH:14][CH:13]=[CH:12][CH:11]=1, predict the reaction product. The product is: [C:9]([N:3]([CH2:1][CH3:2])[CH2:4][CH2:5][NH:6][CH2:7][CH3:8])([C:22]1[CH:27]=[CH:26][CH:25]=[CH:24][CH:23]=1)([C:16]1[CH:21]=[CH:20][CH:19]=[CH:18][CH:17]=1)[C:10]1[CH:15]=[CH:14][CH:13]=[CH:12][CH:11]=1. (4) Given the reactants [C:1]([O:5][C:6]([N:8]1[CH2:13][CH2:12][C@@H:11]([CH:14]([F:16])[F:15])[C@H:10]([O:17]COC)[CH2:9]1)=[O:7])([CH3:4])([CH3:3])[CH3:2].Cl.C(=O)(OC(C)(C)C)OC(C)(C)C, predict the reaction product. The product is: [C:1]([O:5][C:6]([N:8]1[CH2:13][CH2:12][C@@H:11]([CH:14]([F:15])[F:16])[C@H:10]([OH:17])[CH2:9]1)=[O:7])([CH3:4])([CH3:2])[CH3:3].